Dataset: Reaction yield outcomes from USPTO patents with 853,638 reactions. Task: Predict the reaction yield, written as a fraction of the theoretical maximum amount of product (1.0 means a 100% yield; for example, 0.34 means a 34% yield). The reactants are [CH3:1][C@@H:2]1[N:7]([CH3:8])[CH2:6][CH2:5][N:4]([CH2:9][C:10]2[CH:11]=[C:12]([C:16]3[C:21]([F:22])=[CH:20][CH:19]=[C:18]([CH2:23][NH:24][C:25]([C:27]4[CH:28]=[C:29]([CH2:33][CH:34]5[CH2:39][CH2:38][N:37](C(OC(C)(C)C)=O)[CH2:36][CH2:35]5)[CH:30]=[CH:31][CH:32]=4)=[O:26])[CH:17]=3)[CH:13]=[CH:14][CH:15]=2)[CH2:3]1.Cl. The catalyst is O1CCOCC1. The product is [CH3:1][C@@H:2]1[N:7]([CH3:8])[CH2:6][CH2:5][N:4]([CH2:9][C:10]2[CH:11]=[C:12]([C:16]3[C:21]([F:22])=[CH:20][CH:19]=[C:18]([CH2:23][NH:24][C:25](=[O:26])[C:27]4[CH:32]=[CH:31][CH:30]=[C:29]([CH2:33][CH:34]5[CH2:35][CH2:36][NH:37][CH2:38][CH2:39]5)[CH:28]=4)[CH:17]=3)[CH:13]=[CH:14][CH:15]=2)[CH2:3]1. The yield is 0.950.